This data is from Experimentally validated miRNA-target interactions with 360,000+ pairs, plus equal number of negative samples. The task is: Binary Classification. Given a miRNA mature sequence and a target amino acid sequence, predict their likelihood of interaction. (1) The miRNA is hsa-miR-940 with sequence AAGGCAGGGCCCCCGCUCCCC. The protein sequence of the target gene is MSEETVPEAASPPPPQGQPYFDRFSEDDPEYMRLRNRAADLRQDFNLMEQKKRVTMILQSPSFREELEGLIQEQMKKGNNSSNIWALRQIADFMASTSHAVFPTSSMNVSMMTPINDLHTADSLNLAKGERLMRCKISSVYRLLDLYGWAQLSDTYVTLRVSKEQDHFLISPKGVSCSEVTASSLIKVNILGEVVEKGSSCFPVDTTGFCLHSAIYAARPDVRCIIHLHTPATAAVSAMKWGLLPVSHNALLVGDMAYYDFNGEMEQEADRINLQKCLGPTCKILVLRNHGVVALGDTVE.... Result: 1 (interaction). (2) The miRNA is hsa-miR-1227-3p with sequence CGUGCCACCCUUUUCCCCAG. The protein sequence of the target gene is MATDSWALAVDEQEAAAESLSNLHLKEEKIKPDTNGAVVKTNANAEKTDEEEKEDRAAQSLLNKLIRSNLVDNTNQVEVLQRDPNSPLYSVKSFEELRLKPQLLQGVYAMGFNRPSKIQENALPLMLAEPPQNLIAQSQSGTGKTAAFVLAMLSQVEPANKYPQCLCLSPTYELALQTGKVIEQMGKFYPELKLAYAVRGNKLERGQKISEQIVIGTPGTVLDWCSKLKFIDPKKIKVFVLDEADVMIATQGHQDQSIRIQRMLPRNCQMLLFSATFEDSVWKFAQKVVPDPNVIKLKRE.... Result: 1 (interaction). (3) The protein sequence of the target gene is MSRPRKRLAGTSGSDKGLSGKRTKTENSGEALAKVEDSNPQKTSATKNCLKNLSSHWLMKSEPESRLEKGVDVKFSIEDLKAQPKQTTCWDGVRNYQARNFLRAMKLGEEAFFYHSNCKEPGIAGLMKIVKEAYPDHTQFEKNNPHYDPSSKEDNPKWSMVDVQFVRMMKRFIPLAELKSYHQAHKATGGPLKNMVLFTRQRLSIQPLTQEEFDFVLSLEEKEPS. Result: 1 (interaction). The miRNA is hsa-miR-497-3p with sequence CAAACCACACUGUGGUGUUAGA. (4) The protein sequence of the target gene is MNHFRKMEVINLTTLPMIPVDEHLAVSLVARNTMVKTVRKELENNPPSCLIGSMHQVNQKIADINLRTEPSANSLAIERFELEKKALREKTRSSPEDKVKRQRKSQYSCKGSELRHARSSVIKRKTADKNLLAELYQYSNFNSSKPNKLPNGVDFCDMVGNVVRAERDCLSGKHFCSGRELEKFLSSSSPRAIWLDSFWWIFHERYQPNKELQNNLFDRIAQHYALLLFRVPKSHSEEALLKRLPSLLSKAVYTSFCCCFPQSWFDTHEFKSDICNTMSLWISGTYPSPQSYDSWDYSEL.... Result: 1 (interaction). The miRNA is hsa-miR-6504-3p with sequence CAUUACAGCACAGCCAUUCU. (5) The miRNA is hsa-miR-34a-5p with sequence UGGCAGUGUCUUAGCUGGUUGU. The protein sequence of the target gene is MSKVIQKKNHWTSRVHECTVKRGPQGELGVTVLGGAEHGEFPYVGAVAAVEAAGLPGGGEGPRLGEGELLLEVQGVRVSGLPRYDVLGVIDSCKEAVTFKAVRQGGRLNKDLRHFLNQRFQKGSPDHELQQTIRDNLYRHAVPCTTRSPREGEVPGVDYNFLTVKEFLDLEQSGTLLEVGTYEGNYYGTPKPPSQPVSGKVITTDALHSLQSGSKQSTPKRTKSYNDMQNAGIVHAENEEEDDVPEMNSSFTADSGEQEEHTLQETALPPVNSSIIAAPITDPSQKFPQYLPLSAEDNLG.... Result: 1 (interaction). (6) The miRNA is hsa-miR-6863 with sequence UAGACGUGGUGAAGGAUUGAGUG. The protein sequence of the target gene is MDEGIPHLQERQLLEHRDFIGLDYSSLYMCKPKRSMKRDDTKDTYKLPHRLIEKKRRDRINECIAQLKDLLPEHLKLTTLGHLEKAVVLELTLKHLKALTALTEQQHQKIIALQNGERSLKSPIQSDLDAFHSGFQTCAKEVLQYLSRFESWTPREPRCVQLINHLHAVATQFLPTPQLLTQQVPLSKGTGAPSAAGSAAAPCLERAGQKLEPLAYCVPVIQRTQPSAELAAENDTDTDSGYGGEAEARPDREKGKGAGASRVTIKQEPPGEDSPAPKRMKLDSRGGGSGGGPGGGAAAA.... Result: 0 (no interaction). (7) The miRNA is mmu-miR-24-3p with sequence UGGCUCAGUUCAGCAGGAACAG. The protein sequence of the target gene is MAIFSVYVVNKAGGLIYQWDSYSPRAEAEKTFSYPLDLLLKLHDERVLVAFGQRDGIRVGHAVLAINGMDVNGKYTADGKEVLEYLGNPANYPVSIRFGRPRLTSNEKLMLASMFHSLFAIGSQLSPEQGSSGIEMLETDTFKLHCFQTLTGIKFVVLADPRQAGIDSLLRKIYEIYSDFALKNPFYSLEMPIRCELFDQNLKLALEVAEKAGTFGPGS. Result: 1 (interaction). (8) The miRNA is hsa-miR-193a-3p with sequence AACUGGCCUACAAAGUCCCAGU. The protein sequence of the target gene is MGIRGLMSFVEDHSNEFFTDLKLRDTKIVIDGYALFHRLCFSSNLDLRYGGDYDSFADVVQKFFESLFACNICPYVVLDGGCDISDKKLTTLKDRAREKIQMAHSLSVGGSGYVCPLLIREVFIQVLIKLRVCFVQCFSEADRDIMTLANHWNCPVLSSDSDFCIFDLKTGFCPLNSFQWRNMNTIKGTQNYIPAKCFSLDAFCHHFSNMNKALLPLFAVLCGNDHVNLPIMETFLSKARLPLGATSSKGRRHHRILGLLNWLSHFANPTEALDNVLKYLPKKDRENVKELLCCSMEEYQ.... Result: 0 (no interaction).